This data is from Full USPTO retrosynthesis dataset with 1.9M reactions from patents (1976-2016). The task is: Predict the reactants needed to synthesize the given product. (1) Given the product [Cl:12][C:13]1[CH:18]=[CH:17][C:16]([S:19]([NH:1][C:2]2[CH:3]=[CH:4][CH:5]=[C:6]3[C:11]=2[N:10]=[CH:9][CH:8]=[CH:7]3)(=[O:20])=[O:21])=[C:15]([F:23])[CH:14]=1, predict the reactants needed to synthesize it. The reactants are: [NH2:1][C:2]1[CH:3]=[CH:4][CH:5]=[C:6]2[C:11]=1[N:10]=[CH:9][CH:8]=[CH:7]2.[Cl:12][C:13]1[CH:18]=[CH:17][C:16]([S:19](Cl)(=[O:21])=[O:20])=[C:15]([F:23])[CH:14]=1. (2) Given the product [CH2:1]([NH:8][C:9]([C:11]1[N:16]=[C:15]2[C:17]([C:24]3[CH:23]=[N:22][CH:27]=[CH:26][CH:25]=3)=[CH:18][N:19]=[CH:20][C:14]2=[N:13][CH:12]=1)=[O:10])[C:2]1[CH:7]=[CH:6][CH:5]=[CH:4][CH:3]=1, predict the reactants needed to synthesize it. The reactants are: [CH2:1]([NH:8][C:9]([C:11]1[N:16]=[C:15]2[C:17](Br)=[CH:18][N:19]=[CH:20][C:14]2=[N:13][CH:12]=1)=[O:10])[C:2]1[CH:7]=[CH:6][CH:5]=[CH:4][CH:3]=1.[N:22]1[CH:27]=[CH:26][CH:25]=[C:24](B(O)O)[CH:23]=1.C(=O)([O-])[O-].[Cs+].[Cs+].O1CCOCC1. (3) Given the product [Cl:18][C:11]1[CH:10]=[C:9]([C:6]2[CH:7]=[CH:8][N:4]([CH2:3][C@@H:2]([NH:1][C:31]([C:29]3[N:30]=[C:26]([C:22]4[CH:21]=[N:20][CH:25]=[CH:24][CH:23]=4)[S:27][CH:28]=3)=[O:32])[CH3:19])[N:5]=2)[CH:16]=[C:15]([F:17])[C:12]=1[C:13]#[N:14], predict the reactants needed to synthesize it. The reactants are: [NH2:1][C@@H:2]([CH3:19])[CH2:3][N:4]1[CH:8]=[CH:7][C:6]([C:9]2[CH:16]=[C:15]([F:17])[C:12]([C:13]#[N:14])=[C:11]([Cl:18])[CH:10]=2)=[N:5]1.[N:20]1[CH:25]=[CH:24][CH:23]=[C:22]([C:26]2[S:27][CH:28]=[C:29]([C:31](O)=[O:32])[N:30]=2)[CH:21]=1.CCN(C(C)C)C(C)C.C1C=C2N=NN(O)C2=CC=1.O.CCN=C=NCCCN(C)C.